This data is from Reaction yield outcomes from USPTO patents with 853,638 reactions. The task is: Predict the reaction yield, written as a fraction of the theoretical maximum amount of product (1.0 means a 100% yield; for example, 0.34 means a 34% yield). The reactants are [Cl:1][C:2]1[CH:18]=[CH:17][C:5]2[CH2:6][CH2:7][N:8]([C:11](=[O:16])[C:12]([F:15])([F:14])[F:13])[CH2:9][CH2:10][C:4]=2[C:3]=1OS(C(F)(F)F)(=O)=O.[CH:27]([NH:30][C:31]([CH2:33][C:34]1[CH:41]=[CH:40][C:37]([CH2:38][NH2:39])=[CH:36][CH:35]=1)=[O:32])([CH3:29])[CH3:28]. No catalyst specified. The product is [Cl:1][C:2]1[CH:18]=[CH:17][C:5]2[CH2:6][CH2:7][N:8]([C:11](=[O:16])[C:12]([F:15])([F:14])[F:13])[CH2:9][CH2:10][C:4]=2[C:3]=1[NH:39][CH2:38][C:37]1[CH:40]=[CH:41][C:34]([CH2:33][C:31](=[O:32])[NH:30][CH:27]([CH3:28])[CH3:29])=[CH:35][CH:36]=1. The yield is 0.640.